This data is from Full USPTO retrosynthesis dataset with 1.9M reactions from patents (1976-2016). The task is: Predict the reactants needed to synthesize the given product. (1) Given the product [O:1]([C:8]1[CH:9]=[CH:10][C:11]([N:14]2[CH2:18][CH2:17][N:16]([C:19]3[CH:20]=[C:21]4[C:25](=[CH:26][CH:27]=3)[N:24]([CH2:28][CH2:29][N:30]3[CH2:34][CH2:33][CH2:32][CH2:31]3)[N:23]=[CH:22]4)[C:15]2=[O:35])=[CH:12][CH:13]=1)[C:2]1[CH:7]=[CH:6][CH:5]=[CH:4][CH:3]=1, predict the reactants needed to synthesize it. The reactants are: [O:1]([C:8]1[CH:13]=[CH:12][C:11]([N:14]2[CH:18]=[CH:17][N:16]([C:19]3[CH:20]=[C:21]4[C:25](=[CH:26][CH:27]=3)[N:24]([CH2:28][CH2:29][N:30]3[CH2:34][CH2:33][CH2:32][CH2:31]3)[N:23]=[CH:22]4)[C:15]2=[O:35])=[CH:10][CH:9]=1)[C:2]1[CH:7]=[CH:6][CH:5]=[CH:4][CH:3]=1.[H][H]. (2) Given the product [C:14]([O:13][C:12](=[O:18])[NH:11][C@@H:9]1[CH2:10][C@H:8]1[C:5]1[CH:6]=[CH:7][C:2]([NH:1][C:31]([C:30]2[CH:34]=[CH:35][CH:36]=[C:28]([NH:27][C:25]([C:19]3[CH:24]=[CH:23][CH:22]=[CH:21][CH:20]=3)=[O:26])[CH:29]=2)=[O:32])=[CH:3][CH:4]=1)([CH3:15])([CH3:17])[CH3:16], predict the reactants needed to synthesize it. The reactants are: [NH2:1][C:2]1[CH:7]=[CH:6][C:5]([C@@H:8]2[CH2:10][C@H:9]2[NH:11][C:12](=[O:18])[O:13][C:14]([CH3:17])([CH3:16])[CH3:15])=[CH:4][CH:3]=1.[C:19]1([C:25]([NH:27][C:28]2[CH:29]=[C:30]([CH:34]=[CH:35][CH:36]=2)[C:31](O)=[O:32])=[O:26])[CH:24]=[CH:23][CH:22]=[CH:21][CH:20]=1.Cl.C(N=C=NCCCN(C)C)C.ON1C2C=CC=CC=2N=N1. (3) Given the product [C:10]([O:9][C:7](=[O:8])[CH2:6][CH:2]1[CH2:3][CH2:4][CH2:5][N:1]1[C:15]1[C:24]([N+:25]([O-:27])=[O:26])=[CH:23][C:18]([C:19]([O:21][CH3:22])=[O:20])=[CH:17][N:16]=1)([CH3:13])([CH3:12])[CH3:11], predict the reactants needed to synthesize it. The reactants are: [NH:1]1[CH2:5][CH2:4][CH2:3][CH:2]1[CH2:6][C:7]([O:9][C:10]([CH3:13])([CH3:12])[CH3:11])=[O:8].Cl[C:15]1[C:24]([N+:25]([O-:27])=[O:26])=[CH:23][C:18]([C:19]([O:21][CH3:22])=[O:20])=[CH:17][N:16]=1.C([O-])([O-])=O.[K+].[K+].C(N(CC)CC)C. (4) Given the product [Cl:39][C:40]1[CH:45]=[CH:44][CH:43]=[C:42]([Cl:46])[C:41]=1[NH:47][C:48]([NH:38][C:35]1[CH:36]=[C:37]2[C:32](=[CH:33][CH:34]=1)[NH:31][N:30]=[C:29]2[C:26]1[CH:27]=[CH:28][C:23]([O:22][CH:19]2[CH2:18][CH2:17][N:16]([CH3:15])[CH2:21][CH2:20]2)=[CH:24][CH:25]=1)=[O:49].[C:3]([OH:5])([C:2]([F:7])([F:6])[F:1])=[O:4], predict the reactants needed to synthesize it. The reactants are: [F:1][C:2]([F:7])([F:6])[C:3]([OH:5])=[O:4].FC(F)(F)C(O)=O.[CH3:15][N:16]1[CH2:21][CH2:20][CH:19]([O:22][C:23]2[CH:28]=[CH:27][C:26]([C:29]3[C:37]4[C:32](=[CH:33][CH:34]=[C:35]([NH2:38])[CH:36]=4)[NH:31][N:30]=3)=[CH:25][CH:24]=2)[CH2:18][CH2:17]1.[Cl:39][C:40]1[CH:45]=[CH:44][CH:43]=[C:42]([Cl:46])[C:41]=1[N:47]=[C:48]=[O:49].CCN(C(C)C)C(C)C.